This data is from Forward reaction prediction with 1.9M reactions from USPTO patents (1976-2016). The task is: Predict the product of the given reaction. (1) Given the reactants [CH2:1]([O:8][N:9]1[C:14]2[N:15]=[CH:16][N:17]=[CH:18][C:13]=2[C:12](O)=[CH:11][C:10]1=[O:20])[C:2]1[CH:7]=[CH:6][CH:5]=[CH:4][CH:3]=1.C(N([CH2:26][CH3:27])CC)C.C(Cl)(Cl)Cl.O, predict the reaction product. The product is: [CH2:1]([O:8][N:9]1[C:14]2[N:15]=[CH:16][N:17]=[CH:18][C:13]=2[C:12]([C:27]2[CH:26]=[CH:4][CH:3]=[CH:2][CH:1]=2)=[CH:11][C:10]1=[O:20])[C:2]1[CH:7]=[CH:6][CH:5]=[CH:4][CH:3]=1. (2) Given the reactants [Cl:1][C:2]1[CH:3]=[CH:4][C:5]2[C:11](=O)[CH2:10][CH2:9][C:8](=[O:13])[NH:7][C:6]=2[CH:14]=1.[CH:15]1([N:21]([C:23]2[CH:33]=[CH:32][C:26]([C:27]([O:29][CH2:30][CH3:31])=[O:28])=[CH:25][CH:24]=2)N)[CH2:20][CH2:19][CH2:18][CH2:17][CH2:16]1.S(=O)(=O)(O)O.O, predict the reaction product. The product is: [Cl:1][C:2]1[CH:3]=[CH:4][C:5]2[C:11]3[N:21]([CH:15]4[CH2:20][CH2:19][CH2:18][CH2:17][CH2:16]4)[C:23]4[C:24]([C:10]=3[CH2:9][C:8](=[O:13])[NH:7][C:6]=2[CH:14]=1)=[CH:25][C:26]([C:27]([O:29][CH2:30][CH3:31])=[O:28])=[CH:32][CH:33]=4. (3) Given the reactants CO[CH:3](OC)[N:4]([CH3:6])[CH3:5].[O:9]=[C:10]([C@H:16]1[CH2:20][CH2:19][CH2:18][O:17]1)[CH2:11][C:12]([O:14][CH3:15])=[O:13], predict the reaction product. The product is: [CH3:6][N:4]([CH3:5])/[CH:3]=[C:11](/[C:10]([C@H:16]1[CH2:20][CH2:19][CH2:18][O:17]1)=[O:9])\[C:12]([O:14][CH3:15])=[O:13]. (4) Given the reactants C([CH:3]([CH2:10][CH2:11][CH2:12][CH2:13][CH3:14])[CH2:4][CH2:5][C:6]([O:8][CH3:9])=[O:7])=O.[BH4-].[Na+].[OH-].[Na+], predict the reaction product. The product is: [CH2:10]([CH:3]1[CH2:9][O:8][C:6](=[O:7])[CH2:5][CH2:4]1)[CH2:11][CH2:12][CH2:13][CH3:14]. (5) The product is: [OH:5][CH:3]([C:6]1[CH:7]=[CH:8][C:9]([O:10][C:11]2[C:12]([F:28])=[C:13]([C@H:18]([NH:21][S@@:22]([C:24]([CH3:26])([CH3:25])[CH3:27])=[O:23])[CH2:19][CH3:20])[CH:14]=[CH:15][C:16]=2[Cl:17])=[CH:29][CH:30]=1)[CH3:4]. Given the reactants [BH4-].[Na+].[C:3]([C:6]1[CH:30]=[CH:29][C:9]([O:10][C:11]2[C:12]([F:28])=[C:13]([C@H:18]([NH:21][S@@:22]([C:24]([CH3:27])([CH3:26])[CH3:25])=[O:23])[CH2:19][CH3:20])[CH:14]=[CH:15][C:16]=2[Cl:17])=[CH:8][CH:7]=1)(=[O:5])[CH3:4], predict the reaction product. (6) Given the reactants [Cl:1][C:2]1[CH:7]=[CH:6][C:5]([C:8]2[C:14]3[CH:15]=[C:16]([OH:19])[CH:17]=[CH:18][C:13]=3[N:12]3[C:20]([CH3:23])=[N:21][N:22]=[C:11]3[C@H:10]([CH2:24][C:25](O)=[O:26])[N:9]=2)=[CH:4][CH:3]=1.Cl.[CH2:29]([NH2:31])[CH3:30].CN(C(ON1N=NC2C=CC=NC1=2)=[N+](C)C)C.F[P-](F)(F)(F)(F)F.CCN(C(C)C)C(C)C, predict the reaction product. The product is: [Cl:1][C:2]1[CH:3]=[CH:4][C:5]([C:8]2[C:14]3[CH:15]=[C:16]([OH:19])[CH:17]=[CH:18][C:13]=3[N:12]3[C:20]([CH3:23])=[N:21][N:22]=[C:11]3[C@H:10]([CH2:24][C:25]([NH:31][CH2:29][CH3:30])=[O:26])[N:9]=2)=[CH:6][CH:7]=1.